Predict the product of the given reaction. From a dataset of Forward reaction prediction with 1.9M reactions from USPTO patents (1976-2016). (1) Given the reactants [O:1]1[C:5]2[CH:6]=[CH:7][CH:8]=[CH:9][C:4]=2[CH:3]=[C:2]1[C:10]([OH:12])=O.C1C=NC2N(O)N=NC=2C=1.CCN=C=NCCCN(C)C.[N:34]1([CH2:40][CH2:41][CH2:42][N:43]2[CH2:48][CH2:47][NH:46][CH2:45][CH2:44]2)[CH2:39][CH2:38][CH2:37][CH2:36][CH2:35]1.C(Cl)[Cl:50], predict the reaction product. The product is: [ClH:50].[ClH:50].[O:1]1[C:5]2[CH:6]=[CH:7][CH:8]=[CH:9][C:4]=2[CH:3]=[C:2]1[C:10]([N:46]1[CH2:45][CH2:44][N:43]([CH2:42][CH2:41][CH2:40][N:34]2[CH2:35][CH2:36][CH2:37][CH2:38][CH2:39]2)[CH2:48][CH2:47]1)=[O:12]. (2) Given the reactants [CH2:1]([O:8][C:9]1[C:14]2[NH:15][CH:16]=[N:17][C:13]=2[CH:12]=[C:11]([Cl:18])[N:10]=1)[C:2]1[CH:7]=[CH:6][CH:5]=[CH:4][CH:3]=1.[CH:19]1(B(O)O)[CH2:21][CH2:20]1.C([O-])([O-])=O.[Na+].[Na+].B(O)O.N1C=CC=CC=1C1C=CC=CN=1, predict the reaction product. The product is: [CH2:1]([O:8][C:9]1[C:14]2[N:15]([CH:19]3[CH2:21][CH2:20]3)[CH:16]=[N:17][C:13]=2[CH:12]=[C:11]([Cl:18])[N:10]=1)[C:2]1[CH:3]=[CH:4][CH:5]=[CH:6][CH:7]=1. (3) Given the reactants [NH2:1][CH2:2][CH2:3][O:4][C:5]1[C:10](C)=[CH:9][C:8]([C:12]2[NH:21][C:20](=[O:22])[C:19]3[C:14](=[CH:15][C:16]([O:25][CH3:26])=[CH:17][C:18]=3[O:23][CH3:24])[N:13]=2)=[CH:7][C:6]=1[CH3:27].CC1C=C(C=CC=1O)C=O, predict the reaction product. The product is: [NH2:1][CH2:2][CH2:3][O:4][C:5]1[CH:10]=[CH:9][C:8]([C:12]2[NH:21][C:20](=[O:22])[C:19]3[C:14](=[CH:15][C:16]([O:25][CH3:26])=[CH:17][C:18]=3[O:23][CH3:24])[N:13]=2)=[CH:7][C:6]=1[CH3:27]. (4) Given the reactants [OH:1][C:2]1[C:10]([CH:11]([CH3:13])[CH3:12])=[CH:9][CH:8]=[CH:7][C:3]=1[C:4]([OH:6])=[O:5].[CH3:14]O, predict the reaction product. The product is: [CH3:14][O:5][C:4](=[O:6])[C:3]1[CH:7]=[CH:8][CH:9]=[C:10]([CH:11]([CH3:13])[CH3:12])[C:2]=1[OH:1]. (5) The product is: [CH:31]1([C:21]([NH:20][C:10]([C:7]2[CH:6]=[C:5]([O:13][C@@H:14]([CH3:19])[C:15]([F:18])([F:17])[F:16])[C:4]([CH:1]3[CH2:2][CH2:3]3)=[CH:9][N:8]=2)=[O:12])([CH3:30])[CH2:22][C:23]([O:25][C:26]([CH3:28])([CH3:27])[CH3:29])=[O:24])[CH2:33][CH2:32]1. Given the reactants [CH:1]1([C:4]2[C:5]([O:13][C@@H:14]([CH3:19])[C:15]([F:18])([F:17])[F:16])=[CH:6][C:7]([C:10]([OH:12])=O)=[N:8][CH:9]=2)[CH2:3][CH2:2]1.[NH2:20][C:21]([CH:31]1[CH2:33][CH2:32]1)([CH3:30])[CH2:22][C:23]([O:25][C:26]([CH3:29])([CH3:28])[CH3:27])=[O:24], predict the reaction product. (6) Given the reactants Br[C:2]1[CH:7]=[C:6]([C@@H:8]2[CH2:12][CH2:11][CH2:10][N:9]2[C@@H:13]([C:15]2[CH:20]=[CH:19][C:18]([O:21][CH3:22])=[CH:17][CH:16]=2)[CH3:14])[CH:5]=[CH:4][N:3]=1.[NH:23]1[C:31]2[C:26](=[CH:27][CH:28]=[CH:29][CH:30]=2)[CH2:25][CH2:24]1.C1(P(C2CCCCC2)C2C=CC=CC=2C2C=CC=CC=2)CCCCC1.CC(C)([O-])C.[K+], predict the reaction product. The product is: [CH3:22][O:21][C:18]1[CH:19]=[CH:20][C:15]([C@H:13]([N:9]2[CH2:10][CH2:11][CH2:12][C@H:8]2[C:6]2[CH:5]=[CH:4][N:3]=[C:2]([N:23]3[C:31]4[C:26](=[CH:27][CH:28]=[CH:29][CH:30]=4)[CH2:25][CH2:24]3)[CH:7]=2)[CH3:14])=[CH:16][CH:17]=1. (7) Given the reactants C(OC([N:8]1[CH2:13][CH2:12][CH:11]([C:14]([N:16]2[CH2:20][C@@H:19]([N:21]([C:25]([O:27][C:28]3[CH:33]=[CH:32][C:31]([F:34])=[CH:30][CH:29]=3)=[O:26])[CH:22]([CH3:24])[CH3:23])[C@H:18]([C:35]3[CH:40]=[CH:39][C:38]([Cl:41])=[CH:37][CH:36]=3)[CH2:17]2)=[O:15])[CH2:10][CH2:9]1)=O)(C)(C)C.C(O)(C(F)(F)F)=O, predict the reaction product. The product is: [F:34][C:31]1[CH:32]=[CH:33][C:28]([O:27][C:25](=[O:26])[N:21]([C@H:19]2[C@H:18]([C:35]3[CH:40]=[CH:39][C:38]([Cl:41])=[CH:37][CH:36]=3)[CH2:17][N:16]([C:14]([CH:11]3[CH2:10][CH2:9][NH:8][CH2:13][CH2:12]3)=[O:15])[CH2:20]2)[CH:22]([CH3:23])[CH3:24])=[CH:29][CH:30]=1.